This data is from Peptide-MHC class I binding affinity with 185,985 pairs from IEDB/IMGT. The task is: Regression. Given a peptide amino acid sequence and an MHC pseudo amino acid sequence, predict their binding affinity value. This is MHC class I binding data. The peptide sequence is MTAASYARY. The MHC is HLA-A29:02 with pseudo-sequence HLA-A29:02. The binding affinity (normalized) is 1.00.